Dataset: Full USPTO retrosynthesis dataset with 1.9M reactions from patents (1976-2016). Task: Predict the reactants needed to synthesize the given product. (1) Given the product [N:1]1[C:10]2[C:5](=[CH:6][CH:7]=[CH:8][CH:9]=2)[CH2:4][N:3]([CH:13]2[CH2:12][CH2:11][NH:15][C:14]2=[O:16])[CH:2]=1, predict the reactants needed to synthesize it. The reactants are: [N:1]1[C:10]2[C:5](=[CH:6][CH:7]=[CH:8][CH:9]=2)[CH2:4][NH:3][CH:2]=1.[C:11]1(=O)[NH:15][C:14](=[O:16])[CH:13]=[CH:12]1.C(N(CC)CC)C. (2) Given the product [CH:10]1([CH2:9][O:8][C:5]2[N:4]=[CH:3][C:2]([C:18]([O:20][CH2:21][CH3:22])=[CH2:19])=[CH:7][N:6]=2)[CH2:12][CH2:11]1, predict the reactants needed to synthesize it. The reactants are: Br[C:2]1[CH:3]=[N:4][C:5]([O:8][CH2:9][CH:10]2[CH2:12][CH2:11]2)=[N:6][CH:7]=1.C([Sn](CCCC)(CCCC)[C:18]([O:20][CH2:21][CH3:22])=[CH2:19])CCC.[F-].[Cs+]. (3) Given the product [C:1]([O:7][CH2:8][C@H:9]([C:15]1[C:24]([CH3:25])=[CH:23][C:18]2[N:19]([CH3:27])[C:20](=[O:22])[S:21][C:17]=2[C:16]=1[Br:26])[O:10][C:11]([CH3:14])([CH3:13])[CH3:12])(=[O:6])[C:2]([CH3:3])([CH3:4])[CH3:5], predict the reactants needed to synthesize it. The reactants are: [C:1]([O:7][CH2:8][C@H:9]([C:15]1[C:24]([CH3:25])=[CH:23][C:18]2[N:19]=[C:20]([OH:22])[S:21][C:17]=2[C:16]=1[Br:26])[O:10][C:11]([CH3:14])([CH3:13])[CH3:12])(=[O:6])[C:2]([CH3:5])([CH3:4])[CH3:3].[CH3:27]C([O-])(C)C.[K+].CI. (4) Given the product [S:18]1[CH:19]=[CH:20][N:21]=[C:17]1[C:5]1([O:4][CH2:3][CH2:2][O:1][S:35]([C:32]2[CH:33]=[CH:34][C:29]([CH3:39])=[CH:30][CH:31]=2)(=[O:37])=[O:36])[CH2:9][CH2:8][N:7]([C:10]([O:12][C:13]([CH3:16])([CH3:14])[CH3:15])=[O:11])[CH2:6]1, predict the reactants needed to synthesize it. The reactants are: [OH:1][CH2:2][CH2:3][O:4][C:5]1([C:17]2[S:18][CH:19]=[CH:20][N:21]=2)[CH2:9][CH2:8][N:7]([C:10]([O:12][C:13]([CH3:16])([CH3:15])[CH3:14])=[O:11])[CH2:6]1.C(N(CC)CC)C.[C:29]1([CH3:39])[CH:34]=[CH:33][C:32]([S:35](Cl)(=[O:37])=[O:36])=[CH:31][CH:30]=1. (5) Given the product [C:3]([CH:2]([CH2:15][C:16](=[O:17])[C:18]1[CH:23]=[CH:22][C:21]([Cl:24])=[CH:20][C:19]=1[Cl:25])[C:1]([O:7][CH2:8][CH3:9])=[O:6])(=[O:4])[CH3:5], predict the reactants needed to synthesize it. The reactants are: [C:1]([O:7][CH2:8][CH3:9])(=[O:6])[CH2:2][C:3]([CH3:5])=[O:4].[O-]CC.[Na+].Br[CH2:15][C:16]([C:18]1[CH:23]=[CH:22][C:21]([Cl:24])=[CH:20][C:19]=1[Cl:25])=[O:17].